Dataset: Full USPTO retrosynthesis dataset with 1.9M reactions from patents (1976-2016). Task: Predict the reactants needed to synthesize the given product. (1) Given the product [Br:13][C:5]1[CH:4]=[C:3]([C:1]#[N:2])[CH:8]=[CH:7][C:6]=1[CH2:9][C:10]([OH:12])=[O:11], predict the reactants needed to synthesize it. The reactants are: [C:1]([C:3]1[CH:8]=[CH:7][C:6]([CH2:9][C:10]([OH:12])=[O:11])=[CH:5][CH:4]=1)#[N:2].[Br:13]N1C(=O)CCC1=O. (2) Given the product [Br:7][C:5]1[CH:6]=[C:2]([C:15]2[CH:16]=[CH:17][N:12]=[CH:13][CH:14]=2)[O:3][CH:4]=1, predict the reactants needed to synthesize it. The reactants are: Br[C:2]1[O:3][C:4]([Si](C)(C)C)=[C:5]([Br:7])[CH:6]=1.[N:12]1[CH:17]=[CH:16][C:15](B(O)O)=[CH:14][CH:13]=1.C(=O)([O-])[O-].[K+].[K+].